This data is from Reaction yield outcomes from USPTO patents with 853,638 reactions. The task is: Predict the reaction yield, written as a fraction of the theoretical maximum amount of product (1.0 means a 100% yield; for example, 0.34 means a 34% yield). (1) The reactants are [N:1]1[N:8]2[C:4]([O:5][C:6]3[CH2:12][O:11][CH2:10][CH2:9][C:7]=32)=[CH:3][C:2]=1[C:13]([O-])=[O:14].[BH4-].[Li+].CO. The catalyst is C1COCC1. The product is [N:1]1[N:8]2[C:4]([O:5][C:6]3[CH2:12][O:11][CH2:10][CH2:9][C:7]=32)=[CH:3][C:2]=1[CH2:13][OH:14]. The yield is 0.600. (2) The reactants are C([N:8]1[CH2:14][CH:13]2[CH2:15][CH:9]1[CH:10]([OH:16])[CH2:11][CH2:12]2)C1C=CC=CC=1.[H][H].C(N(CC)CC)C.[C:34](O[C:34]([O:36][C:37]([CH3:40])([CH3:39])[CH3:38])=[O:35])([O:36][C:37]([CH3:40])([CH3:39])[CH3:38])=[O:35]. The catalyst is CO.Cl.ClCCl.[Pd]. The product is [OH:16][CH:10]1[CH:9]2[CH2:15][CH:13]([CH2:14][N:8]2[C:34]([O:36][C:37]([CH3:38])([CH3:39])[CH3:40])=[O:35])[CH2:12][CH2:11]1. The yield is 0.430. (3) The reactants are Cl.[OH:2][CH:3]1[CH2:8][CH2:7][NH:6][CH2:5][CH2:4]1.[C:9](O[C:9]([O:11][C:12]([CH3:15])([CH3:14])[CH3:13])=[O:10])([O:11][C:12]([CH3:15])([CH3:14])[CH3:13])=[O:10].C(=O)([O-])O.[Na+]. The catalyst is O1CCOCC1. The product is [C:12]([O:11][C:9]([N:6]1[CH2:7][CH2:8][CH:3]([OH:2])[CH2:4][CH2:5]1)=[O:10])([CH3:15])([CH3:14])[CH3:13]. The yield is 1.00. (4) The reactants are Br[C:2]1[C:6]([CH3:7])=[CH:5][S:4][CH:3]=1.[CH:8]([C:10]1[CH:15]=[CH:14][CH:13]=[CH:12][C:11]=1B(O)O)=[O:9].C(#N)C.C(=O)([O-])[O-].[Na+].[Na+]. The catalyst is Cl[Pd](Cl)([P](C1C=CC=CC=1)(C1C=CC=CC=1)C1C=CC=CC=1)[P](C1C=CC=CC=1)(C1C=CC=CC=1)C1C=CC=CC=1.C(OCC)(=O)C. The product is [CH3:7][C:6]1[C:2]([C:11]2[CH:12]=[CH:13][CH:14]=[CH:15][C:10]=2[CH:8]=[O:9])=[CH:3][S:4][CH:5]=1. The yield is 0.780. (5) The reactants are [C:1]([O:5][C:6]([N:8]1[CH2:12][C@H:11]([CH3:13])[C@H:10]([NH:14][C:15]2[C:16]3[N:17]([CH:24]=[C:25]([C:27](O)=[O:28])[CH:26]=3)[N:18]=[CH:19][C:20]=2[C:21](=[O:23])[NH2:22])[CH2:9]1)=[O:7])([CH3:4])([CH3:3])[CH3:2].C(Cl)CCl.ON1C2C=CC=CC=2N=N1.O/[N:45]=[C:46](\[NH2:48])/[CH3:47]. The catalyst is CN(C=O)C. The product is [C:21]([C:20]1[CH:19]=[N:18][N:17]2[CH:24]=[C:25]([C:27]3[O:28][N:48]=[C:46]([CH3:47])[N:45]=3)[CH:26]=[C:16]2[C:15]=1[NH:14][C@H:10]1[C@@H:11]([CH3:13])[CH2:12][N:8]([C:6]([O:5][C:1]([CH3:3])([CH3:4])[CH3:2])=[O:7])[CH2:9]1)(=[O:23])[NH2:22]. The yield is 0.369. (6) The reactants are Br[C:2]1[S:3][C:4]2[CH2:10][CH2:9][CH2:8][C:7]([C:12]3[CH:17]=[CH:16][C:15]([Cl:18])=[CH:14][CH:13]=3)([OH:11])[C:5]=2[CH:6]=1.O1CCOCC1.C[Sn](C)(C)[C:27]1[CH:32]=[CH:31][N:30]=[C:29]([NH:33][C:34](=[O:36])[CH3:35])[CH:28]=1.ClCCl. The catalyst is CCOC(C)=O.C1C=CC(P(C2C=CC=CC=2)[C-]2C=CC=C2)=CC=1.C1C=CC(P(C2C=CC=CC=2)[C-]2C=CC=C2)=CC=1.Cl[Pd]Cl.[Fe+2]. The product is [Cl:18][C:15]1[CH:16]=[CH:17][C:12]([C:7]2([OH:11])[C:5]3[CH:6]=[C:2]([C:27]4[CH:32]=[CH:31][N:30]=[C:29]([NH:33][C:34](=[O:36])[CH3:35])[CH:28]=4)[S:3][C:4]=3[CH2:10][CH2:9][CH2:8]2)=[CH:13][CH:14]=1. The yield is 0.100. (7) The reactants are [CH2:1]([O:3][C:4](=[O:23])[CH2:5][CH:6]1[CH2:13][CH:12]2[N:14]([C:15]([O:17][C:18]([CH3:21])(C)C)=[O:16])[CH:8]([CH2:9][O:10][CH2:11]2)[C:7]1=[O:22])[CH3:2].FC(F)(F)C(O)=O.C(=O)([O-])[O-].[K+].[K+].C(N(CC)C(C)C)(C)C.ClC(OC[C:51]1[CH:56]=[CH:55]C=[CH:53][CH:52]=1)=O. The catalyst is CN(C)C=O.ClCCl. The product is [CH2:1]([O:3][C:4](=[O:23])[CH2:5][CH:6]1[CH2:13][CH:12]2[N:14]([C:15]([O:17][CH2:18][C:21]3[CH:55]=[CH:56][CH:51]=[CH:52][CH:53]=3)=[O:16])[CH:8]([CH2:9][O:10][CH2:11]2)[C:7]1=[O:22])[CH3:2]. The yield is 0.900. (8) The reactants are [CH:1]1([Mg]Br)[CH2:3][CH2:2]1.Cl[C:7]1[CH:8]=[CH:9][C:10]2[N:11]([C:13]([CH2:20][N:21]3[CH2:25][CH:24]([CH2:26][CH2:27][CH3:28])[CH2:23][C:22]3=[O:29])=[C:14]([C:16]([F:19])([F:18])[F:17])[N:15]=2)[N:12]=1.Cl.C([O-])(O)=O.[Na+]. The catalyst is C1COCC1.C(CC(=O)C)(=O)C.[Fe+3]. The product is [CH:1]1([C:7]2[CH:8]=[CH:9][C:10]3[N:11]([C:13]([CH2:20][N:21]4[CH2:25][CH:24]([CH2:26][CH2:27][CH3:28])[CH2:23][C:22]4=[O:29])=[C:14]([C:16]([F:17])([F:19])[F:18])[N:15]=3)[N:12]=2)[CH2:3][CH2:2]1. The yield is 0.250.